Task: Regression. Given a target protein amino acid sequence and a drug SMILES string, predict the binding affinity score between them. We predict pIC50 (pIC50 = -log10(IC50 in M); higher means more potent). Dataset: bindingdb_ic50.. Dataset: Drug-target binding data from BindingDB using IC50 measurements The drug is Nc1nc(NCCNc2ncc(-n3ccnc3)c(-c3ccc(Cl)cc3Cl)n2)ccc1[N+](=O)[O-]. The target protein sequence is MSNAPLNGVKLNPLDDPNKVIKVLASDGKTGEQREIAYTNCKVIGNGSFGVVFQAKLVSQGSEPAEGSSKESDEVAIKKVLQDKRFKNRELQIMRIVKHPNVVDLKAFFYSNGDKKDEVFLNLVLEYVPETVYRASRHYAKLKQTMPMLLIKLYMYQLLRSLAYIHSIGICHRDIKPQNLLLDPPSGVLKLIDFGSAKILIAGEPNVSYICSRYYRAPELIFGATNYTTNIDIWSTGCVMAELMQGQPLFPGESGIDQLVEIIKVLGTPSREQIKTMNPNYMEHKFPQIRPHPFSKVFRPRTPPDAIDLISRLLEYTPSARLTAIEALCHPFFDELRTGEARMPNGRELPPLFNWTKEELSVRPDLISRLVPQHAEAELLSRGIDVHNFQPIPLESLKVTLD. The pIC50 is 8.3.